Task: Predict which catalyst facilitates the given reaction.. Dataset: Catalyst prediction with 721,799 reactions and 888 catalyst types from USPTO (1) Reactant: [CH3:1][O:2][CH2:3][O:4][C:5]1[C:13]2[CH:12]=[C:11]([C:14]([NH:16][NH:17][C:18](=[O:20])[CH3:19])=O)[S:10][C:9]=2[CH:8]=[CH:7][CH:6]=1.C1(P(C2C=CC=CC=2)C2C=CC=CC=2)C=CC=CC=1.C(N(CC)CC)C.N(C(OCC)=O)=NC(OCC)=O. Product: [CH3:1][O:2][CH2:3][O:4][C:5]1[C:13]2[CH:12]=[C:11]([C:14]3[O:20][C:18]([CH3:19])=[N:17][N:16]=3)[S:10][C:9]=2[CH:8]=[CH:7][CH:6]=1. The catalyst class is: 26. (2) Reactant: [Cl:1][C:2]1[CH:3]=[C:4]2[C:10]([C:11]3[N:16]=[C:15]([NH:17][C@H:18]4[CH2:23][CH2:22][CH2:21][N:20]([C:24]([NH2:26])=[NH:25])[CH2:19]4)[C:14]([F:27])=[CH:13][N:12]=3)=[CH:9][N:8](S(C3C=CC(C)=CC=3)(=O)=O)[C:5]2=[N:6][CH:7]=1.C[O-].[Na+]. Product: [Cl:1][C:2]1[CH:3]=[C:4]2[C:10]([C:11]3[N:16]=[C:15]([NH:17][C@H:18]4[CH2:23][CH2:22][CH2:21][N:20]([C:24](=[NH:25])[NH2:26])[CH2:19]4)[C:14]([F:27])=[CH:13][N:12]=3)=[CH:9][NH:8][C:5]2=[N:6][CH:7]=1. The catalyst class is: 5. (3) Reactant: [CH2:1]([O:3][C:4](=[O:16])[C:5]1[CH:10]=[C:9](Br)[C:8]([Cl:12])=[CH:7][C:6]=1[O:13][CH2:14][CH3:15])[CH3:2].[Cu][C:18]#[N:19]. Product: [CH2:1]([O:3][C:4](=[O:16])[C:5]1[CH:10]=[C:9]([C:18]#[N:19])[C:8]([Cl:12])=[CH:7][C:6]=1[O:13][CH2:14][CH3:15])[CH3:2]. The catalyst class is: 454. (4) Reactant: [CH2:1]([CH:3]([NH:8][C:9](=[O:39])[C@H:10]([CH:36]([CH3:38])[CH3:37])[NH:11][C:12](=[O:35])[CH2:13][C:14]1[CH:19]=[C:18]([Sn](CCCC)(CCCC)CCCC)[CH:17]=[CH:16][C:15]=1[O:33][CH3:34])[C:4](=[O:7])[CH2:5][F:6])[CH3:2].[I-:40].[Na+].CC1C=CC(S(NCl)(=O)=O)=CC=1. Product: [CH2:1]([CH:3]([NH:8][C:9](=[O:39])[C@H:10]([CH:36]([CH3:38])[CH3:37])[NH:11][C:12](=[O:35])[CH2:13][C:14]1[CH:19]=[C:18]([I:40])[CH:17]=[CH:16][C:15]=1[O:33][CH3:34])[C:4](=[O:7])[CH2:5][F:6])[CH3:2]. The catalyst class is: 3. (5) Reactant: [CH3:1][C:2]([CH3:34])([CH3:33])[C:3](=[O:32])[CH2:4][O:5][C:6]1[CH:11]=[CH:10][C:9]([C:12]([C:17]2[O:18][C:19]3[CH:25]=[CH:24][C:23]([O:26][S:27]([CH3:30])(=[O:29])=[O:28])=[CH:22][C:20]=3[CH:21]=2)([CH2:15][CH3:16])[CH2:13][CH3:14])=[CH:8][C:7]=1[CH3:31].[BH4-].[Na+]. Product: [CH2:13]([C:12]([C:17]1[O:18][C:19]2[CH:25]=[CH:24][C:23]([O:26][S:27]([CH3:30])(=[O:29])=[O:28])=[CH:22][C:20]=2[CH:21]=1)([C:9]1[CH:10]=[CH:11][C:6]([O:5][CH2:4][CH:3]([OH:32])[C:2]([CH3:33])([CH3:34])[CH3:1])=[C:7]([CH3:31])[CH:8]=1)[CH2:15][CH3:16])[CH3:14]. The catalyst class is: 1. (6) Reactant: CC1(C)[O:6][C@@H:5]([CH2:7][O:8][NH:9][C:10](=[O:29])[C:11]2[CH:16]=[CH:15][C:14]([F:17])=[C:13]([F:18])[C:12]=2[NH:19][C:20]2[CH:25]=[CH:24][C:23]([CH2:26][CH3:27])=[CH:22][C:21]=2[F:28])[CH2:4][O:3]1.C1(C)C=CC(S(O)(=O)=O)=CC=1. Product: [OH:6][C@H:5]([CH2:4][OH:3])[CH2:7][O:8][NH:9][C:10](=[O:29])[C:11]1[CH:16]=[CH:15][C:14]([F:17])=[C:13]([F:18])[C:12]=1[NH:19][C:20]1[CH:25]=[CH:24][C:23]([CH2:26][CH3:27])=[CH:22][C:21]=1[F:28]. The catalyst class is: 24.